This data is from Forward reaction prediction with 1.9M reactions from USPTO patents (1976-2016). The task is: Predict the product of the given reaction. (1) Given the reactants C(OC([N:8]1[CH2:16][C:15]2[C:10](=[CH:11][CH:12]=[C:13]([NH2:17])[CH:14]=2)[CH2:9]1)=O)(C)(C)C.[Cl:18][C:19]1[CH:24]=[CH:23][C:22]([C:25]2[CH:30]=[CH:29][C:28]([S:31](Cl)(=[O:33])=[O:32])=[CH:27][CH:26]=2)=[CH:21][CH:20]=1, predict the reaction product. The product is: [ClH:18].[Cl:18][C:19]1[CH:24]=[CH:23][C:22]([C:25]2[CH:30]=[CH:29][C:28]([S:31]([NH:17][C:13]3[CH:14]=[C:15]4[C:10](=[CH:11][CH:12]=3)[CH2:9][NH:8][CH2:16]4)(=[O:33])=[O:32])=[CH:27][CH:26]=2)=[CH:21][CH:20]=1. (2) Given the reactants [C:1]([C:5]1[CH:9]=[C:8]([NH:10][C:11]([NH:13][C:14]2[CH:19]=[CH:18][C:17]([O:20][C:21]3[CH:26]=[CH:25][N:24]=[C:23]([CH3:27])[CH:22]=3)=[CH:16][C:15]=2[F:28])=[O:12])[N:7]([C:29]2[CH:30]=[C:31]([CH:35]=[CH:36][CH:37]=2)[C:32](O)=[O:33])[N:6]=1)([CH3:4])([CH3:3])[CH3:2].[NH2:38][CH2:39][CH:40]([OH:43])[CH2:41][OH:42].Cl.CN(C)CCCN=C=NCC.ON1C2C=CC=CC=2N=N1, predict the reaction product. The product is: [C:1]([C:5]1[CH:9]=[C:8]([NH:10][C:11]([NH:13][C:14]2[CH:19]=[CH:18][C:17]([O:20][C:21]3[CH:26]=[CH:25][N:24]=[C:23]([CH3:27])[CH:22]=3)=[CH:16][C:15]=2[F:28])=[O:12])[N:7]([C:29]2[CH:30]=[C:31]([CH:35]=[CH:36][CH:37]=2)[C:32]([NH:38][CH2:39][CH:40]([OH:43])[CH2:41][OH:42])=[O:33])[N:6]=1)([CH3:2])([CH3:4])[CH3:3]. (3) Given the reactants [F:1][C:2]1([F:25])[O:6][C:5]2[CH:7]=[CH:8][C:9]([N:11]3[CH:16]=[CH:15][C:14](=[O:17])[C:13]([C:18](=O)/[CH:19]=[CH:20]/[N:21](C)C)=[N:12]3)=[CH:10][C:4]=2[O:3]1.[F:26][C:27]1[CH:32]=[CH:31][C:30]([F:33])=[CH:29][C:28]=1[NH:34]N, predict the reaction product. The product is: [F:1][C:2]1([F:25])[O:6][C:5]2[CH:7]=[CH:8][C:9]([N:11]3[CH:16]=[CH:15][C:14](=[O:17])[C:13]([C:18]4[N:34]([C:28]5[CH:29]=[C:30]([F:33])[CH:31]=[CH:32][C:27]=5[F:26])[N:21]=[CH:20][CH:19]=4)=[N:12]3)=[CH:10][C:4]=2[O:3]1. (4) Given the reactants C(Cl)(=O)C(Cl)=O.[CH3:7][O:8][C:9]1[CH:17]=[CH:16][C:12]([C:13]([OH:15])=O)=[CH:11][C:10]=1[N+:18]([O-])=O.CN(C=O)C.[Cl:26][C:27]1[CH:28]=[C:29]([CH:31]=[CH:32][CH:33]=1)[NH2:30], predict the reaction product. The product is: [NH2:18][C:10]1[CH:11]=[C:12]([CH:16]=[CH:17][C:9]=1[O:8][CH3:7])[C:13]([NH:30][C:29]1[CH:31]=[CH:32][CH:33]=[C:27]([Cl:26])[CH:28]=1)=[O:15]. (5) Given the reactants [CH2:1]([O:3][C:4](=C)[CH2:5][CH2:6][NH:7][C:8]1[CH:13]=[CH:12][C:11]([I:14])=[CH:10][CH:9]=1)[CH3:2].[C:16]([CH2:18][C:19](O)=[O:20])#[N:17].CN(C=[O:26])C, predict the reaction product. The product is: [C:16]([CH2:18][C:19]([N:7]([CH2:6][CH2:5][C:4]([O:3][CH2:1][CH3:2])=[O:26])[C:8]1[CH:9]=[CH:10][C:11]([I:14])=[CH:12][CH:13]=1)=[O:20])#[N:17]. (6) The product is: [NH:26]1[C:25]2[CH2:24][CH2:23][NH:22][C:21](=[O:27])[C:20]=2[CH:19]=[CH:18]1. Given the reactants Cl.N[C@@H]1C[C@H](NC2C(C)=NC3C(N=2)=C([C:18]2[NH:26][C:25]4[CH2:24][CH2:23][NH:22][C:21](=[O:27])[C:20]=4[CH:19]=2)C=CC=3)C1.ClC(Cl)(Cl)S(OCC(F)(F)F)(=O)=O.CCN(C(C)C)C(C)C, predict the reaction product.